This data is from TCR-epitope binding with 47,182 pairs between 192 epitopes and 23,139 TCRs. The task is: Binary Classification. Given a T-cell receptor sequence (or CDR3 region) and an epitope sequence, predict whether binding occurs between them. (1) The epitope is ITEEVGHTDLMAAY. The TCR CDR3 sequence is CASSFGDTQYF. Result: 0 (the TCR does not bind to the epitope). (2) The epitope is HPKVSSEVHI. The TCR CDR3 sequence is CASSSLDTGELFF. Result: 0 (the TCR does not bind to the epitope). (3) The epitope is TLIGDCATV. The TCR CDR3 sequence is CASSLLAGGTDTQYF. Result: 0 (the TCR does not bind to the epitope). (4) The epitope is HTDFSSEIIGY. The TCR CDR3 sequence is CASTLNGRGRGPGTDTQYF. Result: 1 (the TCR binds to the epitope). (5) The epitope is FPRPWLHGL. The TCR CDR3 sequence is CASKPKAVTYEQYF. Result: 0 (the TCR does not bind to the epitope).